This data is from Catalyst prediction with 721,799 reactions and 888 catalyst types from USPTO. The task is: Predict which catalyst facilitates the given reaction. (1) Reactant: [NH2:1][C:2]1[CH:3]=[CH:4][C:5]([Cl:13])=[C:6]([C:8]([CH3:12])([CH3:11])[C:9]#[N:10])[CH:7]=1.[CH3:14][O:15][C:16]1[CH:17]=[C:18]([CH:22]=[CH:23][C:24]=1[O:25][CH3:26])[C:19](Cl)=[O:20].C(N(CC)CC)C. Product: [Cl:13][C:5]1[CH:4]=[CH:3][C:2]([NH:1][C:19](=[O:20])[C:18]2[CH:22]=[CH:23][C:24]([O:25][CH3:26])=[C:16]([O:15][CH3:14])[CH:17]=2)=[CH:7][C:6]=1[C:8]([C:9]#[N:10])([CH3:11])[CH3:12]. The catalyst class is: 2. (2) Reactant: C([O:8][C:9]1[C:10]([CH3:31])=[C:11]([C:18]([C:20]2[CH:25]=[CH:24][C:23]([N+:26]([O-:28])=[O:27])=[C:22]([O:29][CH3:30])[CH:21]=2)=[O:19])[N:12]2[C:17]=1[CH:16]=[CH:15][CH:14]=[CH:13]2)C1C=CC=CC=1. Product: [OH:8][C:9]1[C:10]([CH3:31])=[C:11]([C:18]([C:20]2[CH:25]=[CH:24][C:23]([N+:26]([O-:28])=[O:27])=[C:22]([O:29][CH3:30])[CH:21]=2)=[O:19])[N:12]2[C:17]=1[CH:16]=[CH:15][CH:14]=[CH:13]2. The catalyst class is: 55. (3) Reactant: C[Si]([N-][Si](C)(C)C)(C)C.[K+].[F:11][CH:12]([F:24])[C:13]1[N:14]=[CH:15][N:16]([S:18]([N:21]([CH3:23])[CH3:22])(=[O:20])=[O:19])[CH:17]=1.C([C:27]([O:29][CH2:30][CH3:31])=[O:28])#N. Product: [F:24][CH:12]([F:11])[C:13]1[N:14]=[C:15]([C:27]([O:29][CH2:30][CH3:31])=[O:28])[N:16]([S:18](=[O:19])(=[O:20])[N:21]([CH3:22])[CH3:23])[CH:17]=1. The catalyst class is: 598. (4) Reactant: [S:1]1[CH:5]=[CH:4][CH:3]=[C:2]1[C:6](Cl)=[O:7].[CH2:9]([N:16]1[C:25]2[C:20](=[CH:21][CH:22]=[CH:23][N:24]=2)[C:19]([N:26]2[CH2:31][CH2:30][NH:29][CH2:28][CH2:27]2)=[C:18]([C:32]#[N:33])[C:17]1=[O:34])[C:10]1[CH:15]=[CH:14][CH:13]=[CH:12][CH:11]=1. Product: [CH2:9]([N:16]1[C:25]2[C:20](=[CH:21][CH:22]=[CH:23][N:24]=2)[C:19]([N:26]2[CH2:31][CH2:30][N:29]([C:6]([C:2]3[S:1][CH:5]=[CH:4][CH:3]=3)=[O:7])[CH2:28][CH2:27]2)=[C:18]([C:32]#[N:33])[C:17]1=[O:34])[C:10]1[CH:15]=[CH:14][CH:13]=[CH:12][CH:11]=1. The catalyst class is: 17. (5) Reactant: C([O:3][C:4](=O)[C:5]([C:8]1[CH:9]=[N:10][CH:11]=[C:12]([Br:14])[CH:13]=1)([CH3:7])[CH3:6])C.[BH4-].[Na+]. Product: [Br:14][C:12]1[CH:13]=[C:8]([C:5]([CH3:7])([CH3:6])[CH2:4][OH:3])[CH:9]=[N:10][CH:11]=1. The catalyst class is: 5. (6) Reactant: [OH:1][C:2]1[CH:3]=[C:4]([CH:7]=[CH:8][CH:9]=1)[CH:5]=[O:6].C(=O)([O-])[O-].[K+].[K+].Br[CH2:17][CH2:18][O:19][CH2:20][CH2:21][O:22][CH3:23]. Product: [CH3:23][O:22][CH2:21][CH2:20][O:19][CH2:18][CH2:17][O:1][C:2]1[CH:3]=[C:4]([CH:7]=[CH:8][CH:9]=1)[CH:5]=[O:6]. The catalyst class is: 21. (7) The catalyst class is: 19. Product: [C:1]([C:4]1[N:9]=[C:8]([CH:10]2[CH2:11][CH2:12][N:13]([C:16]([O:18][C:19]([CH3:22])([CH3:21])[CH3:20])=[O:17])[CH2:14][CH2:15]2)[CH:7]=[CH:6][CH:5]=1)(=[O:3])[NH2:2]. Reactant: [C:1]([C:4]1[N:9]=[C:8]([C:10]2[CH2:15][CH2:14][N:13]([C:16]([O:18][C:19]([CH3:22])([CH3:21])[CH3:20])=[O:17])[CH2:12][CH:11]=2)[CH:7]=[CH:6][CH:5]=1)(=[O:3])[NH2:2].